Dataset: Experimentally validated miRNA-target interactions with 360,000+ pairs, plus equal number of negative samples. Task: Binary Classification. Given a miRNA mature sequence and a target amino acid sequence, predict their likelihood of interaction. (1) The miRNA is hsa-miR-124-3p with sequence UAAGGCACGCGGUGAAUGCCAA. The protein sequence of the target gene is MPQLSLSSLGLWPMAASPWLLLLLVGASWLLARILAWTYTFYDNCCRLRCFPQPPKRNWFLGHLGLIHSSEEGLLYTQSLACTFGDMCCWWVGPWHAIVRIFHPTYIKPVLFAPAAIVPKDKVFYSFLKPWLGDGLLLSAGEKWSRHRRMLTPAFHFNILKPYMKIFNESVNIMHAKWQLLASEGSARLDMFEHISLMTLDSLQKCVFSFDSHCQEKPSEYIAAILELSALVTKRHQQILLYIDFLYYLTPDGQRFRRACRLVHDFTDAVIQERRRTLPSQGVDDFLQAKAKSKTLDFID.... Result: 0 (no interaction). (2) The miRNA is hsa-miR-6832-3p with sequence ACCCUUUUUCUCUUUCCCAG. The protein sequence of the target gene is MVAPVLETSHVFCCPNRVRGVLNWSSGPRGLLAFGTSCSVVLYDPLKRVVVTNLNGHTARVNCIQWICKQDGSPSTELVSGGSDNQVIHWEIEDNQLLKAVHLQGHEGPVYAVHAVYQRRTSDPALCTLIVSAAADSAVRLWSKKGPEVMCLQTLNFGNGFALALCLSFLPNTDVPILACGNDDCRIHIFAQQNDQFQKVLSLCGHEDWIRGVEWAAFGRDLFLASCSQDCLIRIWKLYIKSTSLETQDDDNIRLKENTFTIENESVKIAFAVTLETVLAGHENWVNAVHWQPVFYKDGV.... Result: 1 (interaction). (3) Result: 1 (interaction). The protein sequence of the target gene is MTSPLCRAASANALPPQDQASTPSSRVKGREASGKPSHLRGKGTAQAWTPGRSKGGSFHRGAGKPSVHSQVAELHKKIQLLEGDRKAFFESSQWNIKKNQETISQLRKETKALELKLLDLLKGDEKVVQAVIREWKWEKPYLKNRTGQALEHLDHRLREKVKQQNALRHQVVLRQRRLEELQLQHSLRLLEMAEAQNRHTEVAKTMRNLENRLEKAQMKAQEAEHITSVYLQLKAYLMDESLNLENRLDSMEAEVVRTKHELEALHVVNQEALNARDIAKNQLQYLEETLVRERKKRERY.... The miRNA is hsa-miR-10a-5p with sequence UACCCUGUAGAUCCGAAUUUGUG. (4) The miRNA is mmu-miR-149-5p with sequence UCUGGCUCCGUGUCUUCACUCCC. The protein sequence of the target gene is MGKDSQNYYGKHGTPQKYDPTFKGPIYNRGCTDVICCVLLFLAIVGYVAVGIIAWTHGDPRKVIYPTDSRGEFCGQKGTKNADKPFLFYFNIVKCANPLVLLEFHCPTPQICVKQCPDRYLTLLSARNTRDFDYYKQFCVPGFQNNKGVTEILRDGECPAVITPSKPLAQRCFPAIHASKGVLMVGNETTYEDGHGARKNITDLVEGAKKANKILEARQLAMQIFEDYTVSWYWIIIGLVIAMVLSLLFIVLLRFLAGIMVWVMIVMVILVLGYGIFHCYMEYSRLRGEAGSDVSLVDLG.... Result: 1 (interaction). (5) The miRNA is mmu-miR-6954-5p with sequence UGGGGCAGUUCUGGGGGCAGAU. The protein sequence of the target gene is MERMNWLSRLASRGPGHRIPQGANLQTPVMADPETCLMVFKNHWSQVVRILERQGPRAAPGGADDLSAVRNHTYQMLTLLAEDRAVPSAPTGPGPLLEFALHEDLLTRVLTWQLQWDELGDGVEERRAEQLKLFEMLVSEARQPLLRHGPVREALLTLLDACGRPVPSSPALDEGLVLLLSQLCVCVAQEPSLLEFFLQPPPEPGAAPRLLLFSRLVPFVHREGTLGQQARDALLLLMALSAGSPTVGRYIADHSYFCPVLATGLSALYSSLPRKIEVPGDDWHCLRREDWLGVPALALF.... Result: 0 (no interaction). (6) The miRNA is mmu-miR-876-5p with sequence UGGAUUUCUCUGUGAAUCACUA. The protein sequence of the target gene is MYPQGRHPTPLQSGQPFKFSVLEICDRIKEEFQFLQAQYHSLKLECEKLASEKTEMQRHYVMAAPHQCPQGGTSYPHWPRLSPLQYYEMSYGLNIEMHKQAEIVKRLSAICAQMVPFLTQEHQQQVLQAVDRAKQVTVGELNSLLGQQNQLQPLSHAPPVPLTPRPAGLVGAGATGLLALSGALAAQAQLVAAVKEDRVGVDAEGSRVDRAASRSSSPSPPESLVEEDHPSSRGGSGKQQRAEDKDLSGPYDSEEDKSDYNLVVDEDQPSEPPSPVTTPCGKAPLCIPARRDLTDSPASL.... Result: 1 (interaction).